Dataset: Cav3 T-type calcium channel HTS with 100,875 compounds. Task: Binary Classification. Given a drug SMILES string, predict its activity (active/inactive) in a high-throughput screening assay against a specified biological target. The compound is Oc1c(C(C)(C)C)cc(cc1C(C)(C)C)C. The result is 0 (inactive).